This data is from Forward reaction prediction with 1.9M reactions from USPTO patents (1976-2016). The task is: Predict the product of the given reaction. Given the reactants Cl[CH2:2][C:3]1[N:4]=[C:5]([C:9]2[CH:14]=[CH:13][CH:12]=[CH:11][CH:10]=2)[O:6][C:7]=1[CH3:8].[OH:15][C:16]1[CH:21]=[CH:20][C:19]([C:22]([C:24]2[CH:29]=[C:28]([O:30][CH3:31])[CH:27]=[CH:26][C:25]=2[O:32][CH2:33][O:34][CH3:35])=[O:23])=[CH:18][CH:17]=1.C(=O)([O-])[O-].[K+].[K+].CN(C)C=O, predict the reaction product. The product is: [CH3:31][O:30][C:28]1[CH:27]=[CH:26][C:25]([O:32][CH2:33][O:34][CH3:35])=[C:24]([C:22]([C:19]2[CH:20]=[CH:21][C:16]([O:15][CH2:2][C:3]3[N:4]=[C:5]([C:9]4[CH:14]=[CH:13][CH:12]=[CH:11][CH:10]=4)[O:6][C:7]=3[CH3:8])=[CH:17][CH:18]=2)=[O:23])[CH:29]=1.